Dataset: Forward reaction prediction with 1.9M reactions from USPTO patents (1976-2016). Task: Predict the product of the given reaction. (1) Given the reactants C([O-])=O.[NH4+].C([N:12]1[CH2:18][CH2:17][CH2:16][CH2:15][CH:14]([NH:19][C:20]([C:22]2[CH:23]=[C:24]3[C:28](=[CH:29][CH:30]=2)[NH:27][N:26]=[CH:25]3)=[O:21])[CH2:13]1)C1C=CC=CC=1, predict the reaction product. The product is: [NH:12]1[CH2:18][CH2:17][CH2:16][CH2:15][CH:14]([NH:19][C:20]([C:22]2[CH:23]=[C:24]3[C:28](=[CH:29][CH:30]=2)[NH:27][N:26]=[CH:25]3)=[O:21])[CH2:13]1. (2) Given the reactants [CH2:1]([O:4][C:5]1([CH3:28])[CH2:10][CH2:9][N:8]([C:11]2[N:16]3[N:17]=[C:18]([Br:20])[CH:19]=[C:15]3[N:14]=[C:13]([CH3:21])[C:12]=2[C:22](=[O:27])[C:23]([O:25][CH3:26])=[O:24])[CH2:7][CH2:6]1)[CH:2]=[CH2:3].CB1N2CCC[C@@H:33]2[C:32]([C:44]2C=CC=CC=2)([C:38]2C=CC=CC=2)O1.CC#N.C(=O)=O.[B]1OC2C(=CC=CC=2)O1.Cl(O)(=O)(=O)=O.C(=O)(O)[O-].[Na+], predict the reaction product. The product is: [CH2:1]([O:4][C:5]1([CH3:28])[CH2:10][CH2:9][N:8]([C:11]2[N:16]3[N:17]=[C:18]([Br:20])[CH:19]=[C:15]3[N:14]=[C:13]([CH3:21])[C:12]=2[C@H:22]([O:27][C:32]([CH3:44])([CH3:38])[CH3:33])[C:23]([O:25][CH3:26])=[O:24])[CH2:7][CH2:6]1)[CH:2]=[CH2:3]. (3) Given the reactants NC1N=C(OCCCC)N=C2C=1N=C(OC)N2CCCC1CCCCN1C(OCC1C=CC=CC=1)=O.FC(F)(F)C(O)=O.[CH2:44]([NH:48][C:49]1[N:57]=[C:56]2[C:52]([N:53]=[C:54]([O:58][CH3:59])[NH:55]2)=[C:51]([NH2:60])[N:50]=1)[CH2:45][CH2:46][CH3:47].Br[CH2:62][CH2:63][CH2:64][CH2:65][CH:66]1[CH2:71][CH2:70][N:69]([C:72]([O:74][CH2:75][C:76]2[CH:81]=[CH:80][CH:79]=[CH:78][CH:77]=2)=[O:73])[CH2:68][CH2:67]1, predict the reaction product. The product is: [NH2:60][C:51]1[N:50]=[C:49]([NH:48][CH2:44][CH2:45][CH2:46][CH3:47])[N:57]=[C:56]2[C:52]=1[N:53]=[C:54]([O:58][CH3:59])[N:55]2[CH2:62][CH2:63][CH2:64][CH2:65][CH:66]1[CH2:67][CH2:68][N:69]([C:72]([O:74][CH2:75][C:76]2[CH:77]=[CH:78][CH:79]=[CH:80][CH:81]=2)=[O:73])[CH2:70][CH2:71]1. (4) Given the reactants [C:1]([O:5][C:6]([N:8]1[CH2:12][CH2:11][C@@H:10]([NH:13][C:14]2[C:22]3[C:17](=[N:18][CH:19]=[CH:20][C:21]=3[O:23][C:24]3[CH:32]=[CH:31][C:27]([C:28](O)=[O:29])=[CH:26][CH:25]=3)[N:16]([CH2:33][C:34]3[CH:39]=[CH:38][C:37]([O:40][CH3:41])=[CH:36][CH:35]=3)[N:15]=2)[CH2:9]1)=[O:7])([CH3:4])([CH3:3])[CH3:2].[NH:42]1[CH:46]=[CH:45][N:44]=[C:43]1[NH2:47].OS(O)(=O)=O, predict the reaction product. The product is: [NH:42]1[CH:46]=[CH:45][N:44]=[C:43]1[NH:47][C:28]([C:27]1[CH:26]=[CH:25][C:24]([O:23][C:21]2[CH:20]=[CH:19][N:18]=[C:17]3[N:16]([CH2:33][C:34]4[CH:39]=[CH:38][C:37]([O:40][CH3:41])=[CH:36][CH:35]=4)[N:15]=[C:14]([NH:13][C@H:10]4[CH2:11][CH2:12][N:8]([C:6]([O:5][C:1]([CH3:4])([CH3:3])[CH3:2])=[O:7])[CH2:9]4)[C:22]=23)=[CH:32][CH:31]=1)=[O:29]. (5) Given the reactants [H-].[H-].[H-].[H-].[Li+].[Al+3].C([O:9][C:10](=O)[C:11]([CH2:41][CH:42]1[CH2:44][CH2:43]1)([O:17][C:18]1[CH:40]=[CH:39][C:21]2[C:22]3[N:26]([CH2:27][CH2:28][O:29][C:20]=2[CH:19]=1)[CH:25]=[C:24]([C:30]1[N:31]([CH:36]([CH3:38])[CH3:37])[N:32]=[C:33]([CH3:35])[N:34]=1)[N:23]=3)[C:12](OCC)=[O:13])C.CCOC(C)=O.[C@H](O)(C([O-])=O)[C@@H](O)C([O-])=O.[Na+].[K+], predict the reaction product. The product is: [CH:42]1([CH2:41][C:11]([O:17][C:18]2[CH:40]=[CH:39][C:21]3[C:22]4[N:26]([CH2:27][CH2:28][O:29][C:20]=3[CH:19]=2)[CH:25]=[C:24]([C:30]2[N:31]([CH:36]([CH3:38])[CH3:37])[N:32]=[C:33]([CH3:35])[N:34]=2)[N:23]=4)([CH2:10][OH:9])[CH2:12][OH:13])[CH2:44][CH2:43]1. (6) Given the reactants [NH:1]1[C:5]2=[N:6][CH:7]=[CH:8][C:9]([O:10][C:11]3[CH:16]=[CH:15][C:14]([NH2:17])=[CH:13][C:12]=3[F:18])=[C:4]2[CH2:3][CH2:2]1.Cl[C:20]1[CH:25]=[C:24]([C:26]2[CH:31]=[CH:30][N:29]=[CH:28][CH:27]=2)[N:23]=[C:22]([NH2:32])[N:21]=1, predict the reaction product. The product is: [NH:1]1[C:5]2=[N:6][CH:7]=[CH:8][C:9]([O:10][C:11]3[CH:16]=[CH:15][C:14]([NH:17][C:20]4[CH:25]=[C:24]([C:26]5[CH:31]=[CH:30][N:29]=[CH:28][CH:27]=5)[N:23]=[C:22]([NH2:32])[N:21]=4)=[CH:13][C:12]=3[F:18])=[C:4]2[CH2:3][CH2:2]1. (7) Given the reactants [OH-].[K+].[Br:3][C:4]1[CH:9]=[CH:8][C:7]([CH2:10][C:11]#[N:12])=[CH:6][CH:5]=1.Br[CH2:14][CH2:15]Br, predict the reaction product. The product is: [Br:3][C:4]1[CH:9]=[CH:8][C:7]([C:10]2([C:11]#[N:12])[CH2:15][CH2:14]2)=[CH:6][CH:5]=1. (8) Given the reactants C([O:3][C:4]([C:6]1[NH:13][C:12]2[C@@H:11]3[CH2:14][C@@H:10]3[CH2:9][C:8]=2[CH:7]=1)=[O:5])C.[OH-].[Li+].CO, predict the reaction product. The product is: [CH2:14]1[C@@H:10]2[CH2:9][C:8]3[CH:7]=[C:6]([C:4]([OH:5])=[O:3])[NH:13][C:12]=3[C@H:11]12.